From a dataset of Reaction yield outcomes from USPTO patents with 853,638 reactions. Predict the reaction yield, written as a fraction of the theoretical maximum amount of product (1.0 means a 100% yield; for example, 0.34 means a 34% yield). (1) The reactants are Cl.F[C:3]1(F)[CH2:7][CH2:6][NH:5][CH2:4]1.[O:9]1[CH2:13]CCC1.CO.[OH2:16].[OH-:17].[Li+]. The catalyst is O. The product is [CH3:7][C:6]1[O:9][CH:13]=[C:4]([C:3]([OH:17])=[O:16])[N:5]=1. The yield is 0.420. (2) The reactants are [CH3:1][N:2]1[CH:6]=[C:5]([C:7]2[N:12]=[C:11]3[N:13]([CH2:16][C@H:17]4[CH2:22][CH2:21][CH2:20][N:19]([C:23]5[N:28]=[CH:27][C:26]([C:29]6[CH:44]=[CH:43][C:32]([CH2:33][N:34]7[CH2:39][CH2:38][N:37]([C:40](=[O:42])[CH3:41])[CH2:36][CH2:35]7)=[CH:31][CH:30]=6)=[CH:25][N:24]=5)[CH2:18]4)[N:14]=[N:15][C:10]3=[N:9][CH:8]=2)[CH:4]=[N:3]1.[ClH:45]. The catalyst is C(Cl)Cl.O1CCOCC1. The product is [ClH:45].[CH3:1][N:2]1[CH:6]=[C:5]([C:7]2[N:12]=[C:11]3[N:13]([CH2:16][C@H:17]4[CH2:22][CH2:21][CH2:20][N:19]([C:23]5[N:28]=[CH:27][C:26]([C:29]6[CH:30]=[CH:31][C:32]([CH2:33][N:34]7[CH2:35][CH2:36][N:37]([C:40](=[O:42])[CH3:41])[CH2:38][CH2:39]7)=[CH:43][CH:44]=6)=[CH:25][N:24]=5)[CH2:18]4)[N:14]=[N:15][C:10]3=[N:9][CH:8]=2)[CH:4]=[N:3]1. The yield is 0.900. (3) The reactants are [F:1][C:2]([F:19])([F:18])[C:3]1[CH:4]=[CH:5][CH:6]=[C:7]2[C:12]=1[N:11]=[CH:10][CH:9]=[C:8]2[O:13][CH2:14][C:15]([OH:17])=O.C(Cl)(=O)C(Cl)=O.[CH:26]1[C:31]([NH2:32])=[CH:30][CH:29]=[C:28]([S:33]([NH:36][C:37]2[S:41][CH:40]=[CH:39][N:38]=2)(=[O:35])=[O:34])[CH:27]=1.N1C=CC=CC=1. The catalyst is C(Cl)Cl. The product is [S:41]1[CH:40]=[CH:39][N:38]=[C:37]1[NH:36][S:33]([C:28]1[CH:27]=[CH:26][C:31]([NH:32][C:15](=[O:17])[CH2:14][O:13][C:8]2[C:7]3[C:12](=[C:3]([C:2]([F:1])([F:19])[F:18])[CH:4]=[CH:5][CH:6]=3)[N:11]=[CH:10][CH:9]=2)=[CH:30][CH:29]=1)(=[O:35])=[O:34]. The yield is 0.690. (4) The reactants are C[O:2][C:3]1[CH:8]=[CH:7][C:6]([P:9](=[O:24])([C:16]2[CH:21]=[CH:20][C:19]([O:22]C)=[CH:18][CH:17]=2)[C:10]2[CH:15]=[CH:14][CH:13]=[CH:12][CH:11]=2)=[CH:5][CH:4]=1.Br.[Br-].[K+].S([O-])([O-])=O.[Na+].[Na+].CBr. No catalyst specified. The product is [OH:2][C:3]1[CH:8]=[CH:7][C:6]([P:9](=[O:24])([C:16]2[CH:17]=[CH:18][C:19]([OH:22])=[CH:20][CH:21]=2)[C:10]2[CH:15]=[CH:14][CH:13]=[CH:12][CH:11]=2)=[CH:5][CH:4]=1. The yield is 0.740. (5) No catalyst specified. The product is [C:18]1(/[CH:17]=[CH:16]/[S:13]([NH:12][C:8]2[CH:7]=[C:6]([CH:5]=[CH:4][C:3]([OH:24])=[O:2])[CH:11]=[CH:10][CH:9]=2)(=[O:15])=[O:14])[CH:23]=[CH:22][CH:21]=[CH:20][CH:19]=1. The yield is 0.900. The reactants are C[O:2][C:3](=[O:24])[CH:4]=[CH:5][C:6]1[CH:11]=[CH:10][CH:9]=[C:8]([NH:12][S:13](/[CH:16]=[CH:17]/[C:18]2[CH:23]=[CH:22][CH:21]=[CH:20][CH:19]=2)(=[O:15])=[O:14])[CH:7]=1.CO. (6) The reactants are [O:1]=[S:2]1(=[O:37])[C:8]2[CH:9]=[C:10]([O:15][CH2:16][C:17]([O:19]CC)=[O:18])[C:11]([S:13][CH3:14])=[CH:12][C:7]=2[N:6]([C:22]2[CH:27]=[CH:26][C:25]([Cl:28])=[CH:24][CH:23]=2)[CH2:5][C:4]([CH2:33][CH2:34][CH2:35][CH3:36])([CH2:29][CH2:30][CH2:31][CH3:32])[CH2:3]1.[OH-].[Na+]. The catalyst is C(O)C. The product is [O:37]=[S:2]1(=[O:1])[C:8]2[CH:9]=[C:10]([O:15][CH2:16][C:17]([OH:19])=[O:18])[C:11]([S:13][CH3:14])=[CH:12][C:7]=2[N:6]([C:22]2[CH:23]=[CH:24][C:25]([Cl:28])=[CH:26][CH:27]=2)[CH2:5][C:4]([CH2:33][CH2:34][CH2:35][CH3:36])([CH2:29][CH2:30][CH2:31][CH3:32])[CH2:3]1. The yield is 0.910. (7) The reactants are C(=O)([O-])[O-].[Cs+].[Cs+].Br[C:8]1[CH:9]=[C:10]2[CH:16]=[C:15]([C:17]3[CH:22]=[CH:21][C:20]([F:23])=[CH:19][CH:18]=3)[O:14][C:11]2=[N:12][CH:13]=1.B([C:27]1[CH:28]=[C:29]([CH:33]=[CH:34][C:35]=1[Cl:36])[C:30]([OH:32])=[O:31])(O)O. The catalyst is CN(C=O)C.O.C1C=CC([P]([Pd]([P](C2C=CC=CC=2)(C2C=CC=CC=2)C2C=CC=CC=2)([P](C2C=CC=CC=2)(C2C=CC=CC=2)C2C=CC=CC=2)[P](C2C=CC=CC=2)(C2C=CC=CC=2)C2C=CC=CC=2)(C2C=CC=CC=2)C2C=CC=CC=2)=CC=1. The product is [Cl:36][C:35]1[CH:34]=[CH:33][C:29]([C:30]([OH:32])=[O:31])=[CH:28][C:27]=1[C:8]1[CH:9]=[C:10]2[CH:16]=[C:15]([C:17]3[CH:22]=[CH:21][C:20]([F:23])=[CH:19][CH:18]=3)[O:14][C:11]2=[N:12][CH:13]=1. The yield is 0.470.